Predict which catalyst facilitates the given reaction. From a dataset of Catalyst prediction with 721,799 reactions and 888 catalyst types from USPTO. Reactant: [Cl:1][C:2]1[CH:3]=[C:4]([CH:6]=[CH:7][CH:8]=1)[NH2:5].N1C=CC=CC=1.[CH2:15]([O:17][CH:18]=[CH:19][C:20](Cl)=[O:21])[CH3:16]. Product: [Cl:1][C:2]1[CH:3]=[C:4]([NH:5][C:20](=[O:21])[CH:19]=[CH:18][O:17][CH2:15][CH3:16])[CH:6]=[CH:7][CH:8]=1. The catalyst class is: 317.